Dataset: Forward reaction prediction with 1.9M reactions from USPTO patents (1976-2016). Task: Predict the product of the given reaction. (1) Given the reactants [C:1]([C:4]1([C:7]2[CH:38]=[CH:37][CH:36]=[CH:35][C:8]=2[CH2:9][CH2:10][C:11]2[C:16]([Cl:17])=[CH:15][N:14]=[C:13]([NH:18][C:19]3[CH:24]=[CH:23][C:22]([CH:25]([NH:27]C(=O)OC(C)(C)C)[CH3:26])=[CH:21][CH:20]=3)[N:12]=2)[CH2:6][CH2:5]1)(=[O:3])[NH2:2].FC(F)(F)C(O)=O, predict the reaction product. The product is: [NH2:27][CH:25]([C:22]1[CH:21]=[CH:20][C:19]([NH:18][C:13]2[N:12]=[C:11]([CH2:10][CH2:9][C:8]3[CH:35]=[CH:36][CH:37]=[CH:38][C:7]=3[C:4]3([C:1]([NH2:2])=[O:3])[CH2:5][CH2:6]3)[C:16]([Cl:17])=[CH:15][N:14]=2)=[CH:24][CH:23]=1)[CH3:26]. (2) Given the reactants [CH3:1][N:2]1[C:10]2[C:5](=[CH:6][CH:7]=[CH:8][CH:9]=2)[C:4]([CH3:11])=[C:3]1[C:12]([NH:14][C@H:15]([C:19]([NH:21][CH:22]([C:31](=[O:43])[CH2:32][O:33][CH2:34][C:35]1[C:40]([Cl:41])=[CH:39][CH:38]=[CH:37][C:36]=1[Cl:42])[CH2:23][C:24]([O:26]C(C)(C)C)=[O:25])=[O:20])[CH:16]([CH3:18])[CH3:17])=[O:13].C(O)(C(F)(F)F)=O, predict the reaction product. The product is: [CH3:1][N:2]1[C:10]2[C:5](=[CH:6][CH:7]=[CH:8][CH:9]=2)[C:4]([CH3:11])=[C:3]1[C:12]([NH:14][C@H:15]([C:19]([NH:21][CH:22]([C:31](=[O:43])[CH2:32][O:33][CH2:34][C:35]1[C:40]([Cl:41])=[CH:39][CH:38]=[CH:37][C:36]=1[Cl:42])[CH2:23][C:24]([OH:26])=[O:25])=[O:20])[CH:16]([CH3:18])[CH3:17])=[O:13]. (3) Given the reactants [CH3:1][NH:2][C:3]1[C:4]2[N:5]([CH:9]=[C:10]([C:12]([F:15])([F:14])[F:13])[N:11]=2)[CH:6]=[CH:7][CH:8]=1.C1C(=O)N([Br:23])C(=O)C1.O, predict the reaction product. The product is: [Br:23][C:6]1[N:5]2[CH:9]=[C:10]([C:12]([F:13])([F:15])[F:14])[N:11]=[C:4]2[C:3]([NH:2][CH3:1])=[CH:8][CH:7]=1. (4) Given the reactants C1(P(C2C=CC=CC=2)C2C=CC=CC=2)C=CC=CC=1.N(C(OCC)=O)=NC(OCC)=O.[OH:32][C@@H:33]([CH3:41])[C:34]([O:36][C:37]([CH3:40])([CH3:39])[CH3:38])=[O:35].[NH2:42][C:43]1[N:48]=[CH:47][C:46]([C:49]2[CH:54]=[CH:53][C:52](O)=[C:51]([F:56])[CH:50]=2)=[CH:45][N:44]=1, predict the reaction product. The product is: [NH2:42][C:43]1[N:48]=[CH:47][C:46]([C:49]2[CH:54]=[CH:53][C:52]([O:32][CH:33]([CH3:41])[C:34]([O:36][C:37]([CH3:40])([CH3:39])[CH3:38])=[O:35])=[C:51]([F:56])[CH:50]=2)=[CH:45][N:44]=1. (5) Given the reactants [CH2:1]([C:8]1([C:13]2[CH:14]=[C:15]([CH:27]=[CH:28][CH:29]=2)[CH2:16][NH:17][S:18]([C:21]2[CH:22]=[N:23][N:24]([CH3:26])[CH:25]=2)(=[O:20])=[O:19])[CH2:12][CH2:11][NH:10][CH2:9]1)[C:2]1[CH:7]=[CH:6][CH:5]=[CH:4][CH:3]=1.[CH2:30]=O, predict the reaction product. The product is: [CH2:1]([C:8]1([C:13]2[CH:14]=[C:15]([CH:27]=[CH:28][CH:29]=2)[CH2:16][NH:17][S:18]([C:21]2[CH:22]=[N:23][N:24]([CH3:26])[CH:25]=2)(=[O:20])=[O:19])[CH2:12][CH2:11][N:10]([CH3:30])[CH2:9]1)[C:2]1[CH:7]=[CH:6][CH:5]=[CH:4][CH:3]=1. (6) The product is: [C:12]([N:8]1[C:9]2[C:4](=[CH:3][C:2]([Br:1])=[CH:11][CH:10]=2)[N:5]([C:20]([O:19][C:17]2[CH:31]=[CH:30][C:29]([F:28])=[CH:34][C:33]=2[F:35])=[O:26])[CH2:6][C@@H:7]1[CH3:15])(=[O:14])[CH3:13]. Given the reactants [Br:1][C:2]1[CH:3]=[C:4]2[C:9](=[CH:10][CH:11]=1)[N:8]([C:12](=[O:14])[CH3:13])[C@@H:7]([CH3:15])[CH2:6][NH:5]2.Cl[C:17](Cl)([O:19][C:20](=[O:26])OC(Cl)(Cl)Cl)Cl.[F:28][C:29]1[CH:34]=[C:33]([F:35])C=[CH:31][C:30]=1O.CO, predict the reaction product. (7) Given the reactants [Cl:1][C:2]1[CH:19]=[C:18]([N+:20]([O-])=O)[CH:17]=[CH:16][C:3]=1[C:4]([N:6]1[CH2:10][CH2:9][C@H:8]([O:11][CH2:12][CH:13]([CH3:15])[CH3:14])[CH2:7]1)=[O:5].[Cl-].[Ca+2].[Cl-].C(O)C, predict the reaction product. The product is: [Cl:1][C:2]1[CH:19]=[C:18]([CH:17]=[CH:16][C:3]=1[C:4]([N:6]1[CH2:10][CH2:9][C@H:8]([O:11][CH2:12][CH:13]([CH3:15])[CH3:14])[CH2:7]1)=[O:5])[NH2:20].